Dataset: Forward reaction prediction with 1.9M reactions from USPTO patents (1976-2016). Task: Predict the product of the given reaction. (1) Given the reactants [CH3:1][O:2][CH2:3][N:4]1[CH2:8][CH2:7][CH2:6][CH2:5]1.[C:9](=[O:14])([O:12]C)[O:10][CH3:11], predict the reaction product. The product is: [CH3:11][O:10][C:9](=[O:12])[O-:14].[CH3:1][O:2][CH2:3][N+:4]1([CH3:9])[CH2:8][CH2:7][CH2:6][CH2:5]1. (2) Given the reactants [OH:1][NH:2][C:3]([C:5]1[CH:14]=[C:13]2[C:8]([C:9](=[O:30])[NH:10][C:11]([CH2:15][NH:16][CH:17]3[CH2:22][CH2:21][N:20](C(OC(C)(C)C)=O)[CH2:19][CH2:18]3)=[N:12]2)=[CH:7][CH:6]=1)=[O:4].Cl.O1CCOCC1, predict the reaction product. The product is: [OH:1][NH:2][C:3]([C:5]1[CH:14]=[C:13]2[C:8]([C:9](=[O:30])[NH:10][C:11]([CH2:15][NH:16][CH:17]3[CH2:18][CH2:19][NH:20][CH2:21][CH2:22]3)=[N:12]2)=[CH:7][CH:6]=1)=[O:4]. (3) The product is: [CH2:1]([O:3][C:4]1[CH:5]=[C:6]([C:13](=[O:21])[CH2:14][CH2:15][C:16]([NH:54][C:43]2[C:42]([C:36]3[CH:41]=[CH:40][CH:39]=[CH:38][CH:37]=3)=[CH:47][C:46]([C:48]3[CH:49]=[CH:50][CH:51]=[CH:52][CH:53]=3)=[CH:45][N:44]=2)=[O:18])[CH:7]=[CH:8][C:9]=1[O:10][CH2:11][CH3:12])[CH3:2]. Given the reactants [CH2:1]([O:3][C:4]1[CH:5]=[C:6]([C:13]([O:21]C)(OC)[CH2:14][CH2:15][C:16]([O-:18])=O)[CH:7]=[CH:8][C:9]=1[O:10][CH2:11][CH3:12])[CH3:2].[K+].ClC1C=C(Cl)C=C(Cl)C=1C(Cl)=O.[C:36]1([C:42]2[C:43]([NH2:54])=[N:44][CH:45]=[C:46]([C:48]3[CH:53]=[CH:52][CH:51]=[CH:50][CH:49]=3)[CH:47]=2)[CH:41]=[CH:40][CH:39]=[CH:38][CH:37]=1.Cl, predict the reaction product.